This data is from TCR-epitope binding with 47,182 pairs between 192 epitopes and 23,139 TCRs. The task is: Binary Classification. Given a T-cell receptor sequence (or CDR3 region) and an epitope sequence, predict whether binding occurs between them. (1) The epitope is FVDGVPFVV. The TCR CDR3 sequence is CASSPTGGEVYGYTF. Result: 1 (the TCR binds to the epitope). (2) The epitope is ISPRTLNAW. The TCR CDR3 sequence is CASSLGTASGGYEQYF. Result: 0 (the TCR does not bind to the epitope). (3) The epitope is RISNCVADY. The TCR CDR3 sequence is CASRIWGGADTQYF. Result: 0 (the TCR does not bind to the epitope). (4) The TCR CDR3 sequence is CASSYLGQHSSEQYF. Result: 1 (the TCR binds to the epitope). The epitope is FLNGSCGSV.